From a dataset of Peptide-MHC class II binding affinity with 134,281 pairs from IEDB. Regression. Given a peptide amino acid sequence and an MHC pseudo amino acid sequence, predict their binding affinity value. This is MHC class II binding data. The peptide sequence is VLEWRFDSRLAFHHV. The MHC is DRB1_0301 with pseudo-sequence DRB1_0301. The binding affinity (normalized) is 0.561.